This data is from Forward reaction prediction with 1.9M reactions from USPTO patents (1976-2016). The task is: Predict the product of the given reaction. (1) Given the reactants [Br-:1].[Br:2][CH2:3][CH2:4][CH2:5][CH2:6][CH2:7][CH2:8][N+:9]([CH3:19])([CH3:18])[CH2:10][CH2:11][CH2:12][C:13]([O:15][CH2:16][CH3:17])=[O:14].[Cl:20][C:21]1[CH:22]=[N:23][C:24]2[C:29]([C:30]=1[CH3:31])=[CH:28][CH:27]=[CH:26][CH:25]=2, predict the reaction product. The product is: [Br-:2].[Br-:1].[CH3:18][N+:9]([CH3:19])([CH2:10][CH2:11][CH2:12][C:13]([O:15][CH2:16][CH3:17])=[O:14])[CH2:8][CH2:7][CH2:6][CH2:5][CH2:4][CH2:3][N+:23]1[C:24]2[C:29](=[CH:28][CH:27]=[CH:26][CH:25]=2)[C:30]([CH3:31])=[C:21]([Cl:20])[CH:22]=1. (2) Given the reactants [CH3:1][O:2][C:3]1[CH:4]=[C:5]([NH:13][C:14]2[CH:19]=[N:18][CH:17]=[C:16](Cl)[N:15]=2)[CH:6]=[C:7]([O:11][CH3:12])[C:8]=1[O:9][CH3:10].[OH:21][C:22]1[CH:23]=[N:24][CH:25]=[CH:26][CH:27]=1, predict the reaction product. The product is: [N:24]1[CH:25]=[CH:26][CH:27]=[C:22]([O:21][C:16]2[N:15]=[C:14]([NH:13][C:5]3[CH:4]=[C:3]([O:2][CH3:1])[C:8]([O:9][CH3:10])=[C:7]([O:11][CH3:12])[CH:6]=3)[CH:19]=[N:18][CH:17]=2)[CH:23]=1.